From a dataset of Full USPTO retrosynthesis dataset with 1.9M reactions from patents (1976-2016). Predict the reactants needed to synthesize the given product. (1) Given the product [CH3:1][C:2]1[C:3]([CH2:9][N:10]([CH:16]2[C:25]3[N:24]=[CH:23][CH:22]=[CH:21][C:20]=3[CH2:19][CH2:18][CH2:17]2)[CH2:11][CH2:12][CH2:13][CH2:14][NH:15][C:31](=[O:32])[C:30]2[CH:34]=[CH:35][C:27]([OH:26])=[N:28][CH:29]=2)=[N:4][CH:5]=[C:6]([CH3:8])[CH:7]=1, predict the reactants needed to synthesize it. The reactants are: [CH3:1][C:2]1[C:3]([CH2:9][N:10]([CH:16]2[C:25]3[N:24]=[CH:23][CH:22]=[CH:21][C:20]=3[CH2:19][CH2:18][CH2:17]2)[CH2:11][CH2:12][CH2:13][CH2:14][NH2:15])=[N:4][CH:5]=[C:6]([CH3:8])[CH:7]=1.[OH:26][C:27]1[CH:35]=[CH:34][C:30]([C:31](O)=[O:32])=[CH:29][N:28]=1.CCN=C=NCCCN(C)C.C1C=CC2N(O)N=NC=2C=1.CCN(C(C)C)C(C)C. (2) Given the product [Cl:1][C:2]1[CH:3]=[C:4]([NH:8][C:9]2[N:14]=[C:13]([C:15]3[CH:20]=[CH:19][N:18]=[C:17]([NH:22][CH2:23][C:24]([OH:26])=[O:25])[CH:16]=3)[CH:12]=[CH:11][N:10]=2)[CH:5]=[CH:6][CH:7]=1, predict the reactants needed to synthesize it. The reactants are: [Cl:1][C:2]1[CH:3]=[C:4]([NH:8][C:9]2[N:14]=[C:13]([C:15]3[CH:20]=[CH:19][N:18]=[C:17](Cl)[CH:16]=3)[CH:12]=[CH:11][N:10]=2)[CH:5]=[CH:6][CH:7]=1.[NH2:22][CH2:23][C:24]([OH:26])=[O:25].O. (3) Given the product [Br:1][C:2]1[C:3]([CH3:11])=[C:4]([CH:8]=[CH:9][CH:10]=1)[C:5]([NH2:14])=[O:6], predict the reactants needed to synthesize it. The reactants are: [Br:1][C:2]1[C:3]([CH3:11])=[C:4]([CH:8]=[CH:9][CH:10]=1)[C:5](O)=[O:6].O.O[N:14]1C2C=CC=CC=2N=N1.ClCCl.CN(C=O)C.Cl.CN(C)CCCN=C=NCC. (4) Given the product [CH2:1]([O:8][C:9]1[CH:10]=[CH:11][C:12]([N:15]2[CH:19]=[C:18]([O:30][CH3:29])[CH:17]=[N:16]2)=[CH:13][CH:14]=1)[C:2]1[CH:3]=[CH:4][CH:5]=[CH:6][CH:7]=1, predict the reactants needed to synthesize it. The reactants are: [CH2:1]([O:8][C:9]1[CH:14]=[CH:13][C:12]([N:15]2[CH:19]=[C:18](C=O)[CH:17]=[N:16]2)=[CH:11][CH:10]=1)[C:2]1[CH:7]=[CH:6][CH:5]=[CH:4][CH:3]=1.C1C=C(Cl)C=C([C:29](OO)=[O:30])C=1. (5) Given the product [CH3:40][N:33]([S:34]([CH2:37][CH2:38][CH3:39])(=[O:35])=[O:36])[C:30]1[CH:29]=[CH:28][C:27]([CH2:26][CH:15]([NH:16][S:17]([C:20]2[CH:21]=[N:22][CH:23]=[CH:24][CH:25]=2)(=[O:18])=[O:19])[C:11]2[N:10]=[C:9]([NH:8][CH2:41][C:42]([OH:44])=[O:43])[CH:14]=[CH:13][CH:12]=2)=[CH:32][CH:31]=1, predict the reactants needed to synthesize it. The reactants are: C(OC([N:8]([CH2:41][C:42]([O:44]C(C)(C)C)=[O:43])[C:9]1[CH:14]=[CH:13][CH:12]=[C:11]([CH:15]([CH2:26][C:27]2[CH:32]=[CH:31][C:30]([N:33]([CH3:40])[S:34]([CH2:37][CH2:38][CH3:39])(=[O:36])=[O:35])=[CH:29][CH:28]=2)[NH:16][S:17]([C:20]2[CH:21]=[N:22][CH:23]=[CH:24][CH:25]=2)(=[O:19])=[O:18])[N:10]=1)=O)(C)(C)C.Cl.O1CCOCC1. (6) Given the product [S:12]([N:22]1[C:30]2[C:25](=[N+:26]([O-:9])[CH:27]=[CH:28][CH:29]=2)[CH:24]=[CH:23]1)([C:15]1[CH:21]=[CH:20][C:18]([CH3:19])=[CH:17][CH:16]=1)(=[O:14])=[O:13], predict the reactants needed to synthesize it. The reactants are: C1C=C(Cl)C=C(C(OO)=[O:9])C=1.[S:12]([N:22]1[C:30]2[C:25](=[N:26][CH:27]=[CH:28][CH:29]=2)[CH:24]=[CH:23]1)([C:15]1[CH:21]=[CH:20][C:18]([CH3:19])=[CH:17][CH:16]=1)(=[O:14])=[O:13].C(OCC)(=O)C.C(=O)(O)[O-].[Na+]. (7) Given the product [Cl:9][C:8]1[N:1]=[C:2]([Cl:3])[N:4]=[C:5]([NH:34][CH2:33][CH2:32][C:31]2[CH:35]=[CH:36][C:28]([O:27][CH3:26])=[CH:29][CH:30]=2)[N:7]=1, predict the reactants needed to synthesize it. The reactants are: [N:1]1[C:8]([Cl:9])=[N:7][C:5](Cl)=[N:4][C:2]=1[Cl:3].CN(C1C2C(N(C)C)=CC=CC=2C=CC=1)C.[CH3:26][O:27][C:28]1[CH:36]=[CH:35][C:31]([CH2:32][CH2:33][NH2:34])=[CH:30][CH:29]=1.C(O)(=O)CC(CC(O)=O)(C(O)=O)O. (8) Given the product [CH3:30][N:17]([CH3:16])[CH2:18][CH2:19][C@@H:20]([NH:29][C:2]1[CH:7]=[CH:6][C:5]([S:8]([NH2:11])(=[O:10])=[O:9])=[CH:4][C:3]=1[C:12]([F:15])([F:14])[F:13])[CH2:21][S:22][C:23]1[CH:24]=[CH:25][CH:26]=[CH:27][CH:28]=1, predict the reactants needed to synthesize it. The reactants are: F[C:2]1[CH:7]=[CH:6][C:5]([S:8]([NH2:11])(=[O:10])=[O:9])=[CH:4][C:3]=1[C:12]([F:15])([F:14])[F:13].[CH3:16][N:17]([CH3:30])[CH2:18][CH2:19][C@@H:20]([NH2:29])[CH2:21][S:22][C:23]1[CH:28]=[CH:27][CH:26]=[CH:25][CH:24]=1.CN(C)CC[C@@H](NC1C=CC(S(N)(=O)=O)=CC=1S(C(F)(F)F)(=O)=O)CSC1C=CC=CC=1.